Dataset: Forward reaction prediction with 1.9M reactions from USPTO patents (1976-2016). Task: Predict the product of the given reaction. (1) Given the reactants [C:1]1([C@@H:7]([C@H:9]([C:11]2[CH:16]=[CH:15][CH:14]=[CH:13][CH:12]=2)[OH:10])O)[CH:6]=[CH:5][CH:4]=[CH:3][CH:2]=1.S([O:22][CH3:23])(OC)(=O)=O.[CH2:24]1COCC1, predict the reaction product. The product is: [CH3:24][O:10][C@@H:9]([C:11]1[CH:16]=[CH:15][CH:14]=[CH:13][CH:12]=1)[C@@H:7]([O:22][CH3:23])[C:1]1[CH:6]=[CH:5][CH:4]=[CH:3][CH:2]=1. (2) Given the reactants [CH2:1]([O:3][C:4](=[O:24])[C:5]([CH3:23])([CH3:22])[CH2:6][C@H:7]([NH2:21])[CH2:8][C:9]1[CH:14]=[CH:13][C:12]([C:15]2[CH:20]=[CH:19][CH:18]=[CH:17][CH:16]=2)=[CH:11][CH:10]=1)[CH3:2].Cl.[OH:26][C:27]1[CH:31]=[C:30]([C:32](O)=[O:33])[O:29][N:28]=1.CCN=C=NCCCN(C)C.C1C=CC2N(O)N=NC=2C=1, predict the reaction product. The product is: [CH2:1]([O:3][C:4](=[O:24])[C:5]([CH3:23])([CH3:22])[CH2:6][C@H:7]([NH:21][C:32]([C:30]1[O:29][N:28]=[C:27]([OH:26])[CH:31]=1)=[O:33])[CH2:8][C:9]1[CH:10]=[CH:11][C:12]([C:15]2[CH:20]=[CH:19][CH:18]=[CH:17][CH:16]=2)=[CH:13][CH:14]=1)[CH3:2]. (3) Given the reactants [Cl:1][C:2]1[CH:7]=[CH:6][C:5]([C:8]2[NH:13][C:12](=O)[CH:11]=[C:10]([C:15]([F:18])([F:17])[F:16])[CH:9]=2)=[CH:4][CH:3]=1.P(Cl)(Cl)([Cl:21])=O, predict the reaction product. The product is: [Cl:21][C:12]1[CH:11]=[C:10]([C:15]([F:18])([F:17])[F:16])[CH:9]=[C:8]([C:5]2[CH:6]=[CH:7][C:2]([Cl:1])=[CH:3][CH:4]=2)[N:13]=1. (4) Given the reactants CC1(C)CCCC(C)(C)N1.[Li]CCCC.[B:16](OC(C)C)([O:21]C(C)C)[O:17]C(C)C.[CH:29]1([C:33]2[CH:46]=[CH:45][CH:44]=[C:43]([F:47])[C:34]=2[O:35][Si:36]([C:39]([CH3:42])([CH3:41])[CH3:40])([CH3:38])[CH3:37])[CH2:32][CH2:31][CH2:30]1.C(O)(=O)C, predict the reaction product. The product is: [Si:36]([O:35][C:34]1[C:43]([F:47])=[C:44]([B:16]([OH:21])[OH:17])[CH:45]=[CH:46][C:33]=1[CH:29]1[CH2:30][CH2:31][CH2:32]1)([C:39]([CH3:42])([CH3:40])[CH3:41])([CH3:38])[CH3:37]. (5) Given the reactants [C:1]([C:3]1[CH:4]=[C:5]([C:13]2[S:17][C:16]([C:18]3[C:19]([CH2:37][CH3:38])=[C:20]([CH2:24][CH2:25][N:26]4[CH2:31][CH2:30][CH:29]([C:32]([O:34]CC)=[O:33])[CH2:28][CH2:27]4)[CH:21]=[CH:22][CH:23]=3)=[N:15][N:14]=2)[CH:6]=[CH:7][C:8]=1[CH2:9][CH:10]([CH3:12])[CH3:11])#[N:2].[OH-].[Na+].Cl, predict the reaction product. The product is: [C:1]([C:3]1[CH:4]=[C:5]([C:13]2[S:17][C:16]([C:18]3[C:19]([CH2:37][CH3:38])=[C:20]([CH2:24][CH2:25][N:26]4[CH2:31][CH2:30][CH:29]([C:32]([OH:34])=[O:33])[CH2:28][CH2:27]4)[CH:21]=[CH:22][CH:23]=3)=[N:15][N:14]=2)[CH:6]=[CH:7][C:8]=1[CH2:9][CH:10]([CH3:11])[CH3:12])#[N:2]. (6) Given the reactants Br[CH:2]([CH3:4])[CH3:3].[OH-].[K+].[N:7]1([CH2:12][C:13]2([C:44]3[CH:49]=[CH:48][C:47]([F:50])=[CH:46][C:45]=3[F:51])[O:17][CH:16]([S:18][CH2:19][C:20]3[CH:25]=[CH:24][C:23]([N:26]4[CH2:31][CH2:30][N:29]([C:32]5[CH:37]=[CH:36][C:35]([N:38]6[C:42](=[O:43])[NH:41][N:40]=[CH:39]6)=[CH:34][CH:33]=5)[CH2:28][CH2:27]4)=[CH:22][CH:21]=3)[CH2:15][O:14]2)[CH:11]=[N:10][CH:9]=[N:8]1, predict the reaction product. The product is: [N:7]1([CH2:12][C:13]2([C:44]3[CH:49]=[CH:48][C:47]([F:50])=[CH:46][C:45]=3[F:51])[O:17][CH:16]([S:18][CH2:19][C:20]3[CH:21]=[CH:22][C:23]([N:26]4[CH2:27][CH2:28][N:29]([C:32]5[CH:37]=[CH:36][C:35]([N:38]6[C:42](=[O:43])[N:41]([CH:2]([CH3:4])[CH3:3])[N:40]=[CH:39]6)=[CH:34][CH:33]=5)[CH2:30][CH2:31]4)=[CH:24][CH:25]=3)[CH2:15][O:14]2)[CH:11]=[N:10][CH:9]=[N:8]1.